From a dataset of Full USPTO retrosynthesis dataset with 1.9M reactions from patents (1976-2016). Predict the reactants needed to synthesize the given product. (1) Given the product [C:36]([C:5]1[N:9]2[C:10]([CH2:14][N:15]([C:27]([O:29][C:30]([CH3:33])([CH3:32])[CH3:31])=[O:28])[CH2:16][CH2:17][CH2:18][NH:19][S:20]([C:23]([F:26])([F:24])[F:25])(=[O:22])=[O:21])=[CH:11][CH:12]=[CH:13][C:8]2=[N:7][CH:6]=1)([O:40][CH3:39])=[O:37], predict the reactants needed to synthesize it. The reactants are: ClC(Cl)(Cl)C([C:5]1[N:9]2[C:10]([CH2:14][N:15]([C:27]([O:29][C:30]([CH3:33])([CH3:32])[CH3:31])=[O:28])[CH2:16][CH2:17][CH2:18][NH:19][S:20]([C:23]([F:26])([F:25])[F:24])(=[O:22])=[O:21])=[CH:11][CH:12]=[CH:13][C:8]2=[N:7][CH:6]=1)=O.[CH3:36][O-:37].[Na+].[CH3:39][OH:40]. (2) Given the product [CH2:28]([O:35][C:36]([NH:16][CH:12]([CH2:13][C:14]#[CH:15])[C:11]([NH:10][CH:5]([CH2:6][CH:7]([CH3:9])[CH3:8])[C:4]([O:3][CH3:2])=[O:18])=[O:17])=[O:37])[C:29]1[CH:34]=[CH:33][CH:32]=[CH:31][CH:30]=1, predict the reactants needed to synthesize it. The reactants are: [Cl-].[CH3:2][O:3][C:4](=[O:18])[CH:5]([NH:10][C:11](=[O:17])[CH:12]([NH3+:16])[CH2:13][C:14]#[CH:15])[CH2:6][CH:7]([CH3:9])[CH3:8].CCN(C(C)C)C(C)C.[CH2:28]([O:35][C:36](Cl)=[O:37])[C:29]1[CH:34]=[CH:33][CH:32]=[CH:31][CH:30]=1. (3) Given the product [C:27]([N:30]1[CH2:35][CH2:34][N:33]([C:5]([C:4]2[CH:8]=[CH:9][C:10]([C:11]([NH:12][C:13]3[CH:18]=[CH:17][C:16]([Cl:19])=[C:15]([C:20]4[CH:25]=[CH:24][CH:23]=[CH:22][N:21]=4)[CH:14]=3)=[O:26])=[C:2]([Cl:1])[CH:3]=2)=[O:6])[CH2:32][CH2:31]1)(=[O:29])[CH3:28], predict the reactants needed to synthesize it. The reactants are: [Cl:1][C:2]1[CH:3]=[C:4]([CH:8]=[CH:9][C:10]=1[C:11](=[O:26])[NH:12][C:13]1[CH:18]=[CH:17][C:16]([Cl:19])=[C:15]([C:20]2[CH:25]=[CH:24][CH:23]=[CH:22][N:21]=2)[CH:14]=1)[C:5](O)=[O:6].[C:27]([N:30]1[CH2:35][CH2:34][NH:33][CH2:32][CH2:31]1)(=[O:29])[CH3:28]. (4) Given the product [CH3:36][O:35][C:34](=[O:37])[NH:33][C@@H:3]([CH:2]([CH3:1])[CH3:38])[C:4]([N:5]1[CH2:9][CH2:8][CH2:7][C@H:6]1[C:10]1[NH:11][C:12]2[C:22]3[C:17]([CH:16]=[CH:15][C:13]=2[N:14]=1)=[CH:18][C:19]([C:40]1[CH:49]=[CH:48][C:47]2[C:42](=[CH:43][CH:44]=[C:45]([NH:58][C:59]([O:60][C:2]([CH3:38])([CH3:3])[CH3:1])=[O:61])[C:46]=2[NH:50][C:51]([O:52][C:53]([CH3:56])([CH3:55])[CH3:54])=[O:57])[CH:41]=1)=[CH:20][CH:21]=3)=[O:32], predict the reactants needed to synthesize it. The reactants are: [CH3:1][CH:2]([CH3:38])[C@H:3]([NH:33][C:34](=[O:37])[O:35][CH3:36])[C:4](=[O:32])[N:5]1[CH2:9][CH2:8][CH2:7][C@H:6]1[C:10]1[NH:14][C:13]2[C:15]3[C:20]([CH:21]=[CH:22][C:12]=2[N:11]=1)=[CH:19][C:18](B1OC(C)(C)C(C)(C)O1)=[CH:17][CH:16]=3.Br[C:40]1[CH:41]=[C:42]2[C:47](=[CH:48][CH:49]=1)[C:46]([NH:50][C:51](=[O:57])[O:52][C:53]([CH3:56])([CH3:55])[CH3:54])=[C:45]([NH:58][C:59](=[O:61])[O-:60])[CH:44]=[CH:43]2.C([O-])(O)=O.[Na+]. (5) The reactants are: [C:1]([N:4]([CH2:24][C:25]1[CH:30]=[C:29]([C:31]([F:34])([F:33])[F:32])[CH:28]=[C:27]([C:35]([F:38])([F:37])[F:36])[CH:26]=1)[CH:5]1[CH2:11][CH2:10][CH2:9][N:8]([C:12]([O:14][CH:15]([CH3:17])[CH3:16])=[O:13])[C:7]2[C:18](Br)=[CH:19][C:20]([CH3:22])=[CH:21][C:6]1=2)(=[O:3])[CH3:2].[C:39](N(CC1C=C(C(F)(F)F)C=C(C(F)(F)F)C=1)C1CCCN(C(OC(C)C)=O)C2C=C(C)C(C)=CC1=2)(=O)C. Given the product [C:1]([N:4]([CH2:24][C:25]1[CH:30]=[C:29]([C:31]([F:34])([F:33])[F:32])[CH:28]=[C:27]([C:35]([F:38])([F:37])[F:36])[CH:26]=1)[CH:5]1[CH2:11][CH2:10][CH2:9][N:8]([C:12]([O:14][CH:15]([CH3:17])[CH3:16])=[O:13])[C:7]2[C:18]([CH3:39])=[CH:19][C:20]([CH3:22])=[CH:21][C:6]1=2)(=[O:3])[CH3:2], predict the reactants needed to synthesize it. (6) Given the product [CH2:1]([O:8][C:9]1[S:13][N:12]=[C:11]([S:14]([CH3:15])=[O:24])[N:10]=1)[C:2]1[CH:3]=[CH:4][CH:5]=[CH:6][CH:7]=1, predict the reactants needed to synthesize it. The reactants are: [CH2:1]([O:8][C:9]1[S:13][N:12]=[C:11]([S:14][CH3:15])[N:10]=1)[C:2]1[CH:7]=[CH:6][CH:5]=[CH:4][CH:3]=1.ClC1C=CC=C(C(OO)=[O:24])C=1.S([O-])([O-])=O.[Na+].[Na+].